This data is from TCR-epitope binding with 47,182 pairs between 192 epitopes and 23,139 TCRs. The task is: Binary Classification. Given a T-cell receptor sequence (or CDR3 region) and an epitope sequence, predict whether binding occurs between them. (1) The epitope is EEHVQIHTI. The TCR CDR3 sequence is CASRASTDTQYF. Result: 1 (the TCR binds to the epitope). (2) The epitope is TLVPQEHYV. The TCR CDR3 sequence is CSVEGWESITWYNEQFF. Result: 0 (the TCR does not bind to the epitope). (3) The epitope is LVLSVNPYV. The TCR CDR3 sequence is CASSSGGTVNNEQFF. Result: 0 (the TCR does not bind to the epitope). (4) The epitope is KRWIILGLNK. The TCR CDR3 sequence is CASSQDQTLYFMNTEAFF. Result: 1 (the TCR binds to the epitope). (5) The epitope is SLVKPSFYV. The TCR CDR3 sequence is CASRTSGSGGEQFF. Result: 0 (the TCR does not bind to the epitope).